This data is from Peptide-MHC class II binding affinity with 134,281 pairs from IEDB. The task is: Regression. Given a peptide amino acid sequence and an MHC pseudo amino acid sequence, predict their binding affinity value. This is MHC class II binding data. (1) The peptide sequence is LGHRDALEDDLLNRN. The MHC is DRB1_0701 with pseudo-sequence DRB1_0701. The binding affinity (normalized) is 0. (2) The peptide sequence is VIIMDEAHFLDPASIHHHHHH. The MHC is DRB5_0101 with pseudo-sequence DRB5_0101. The binding affinity (normalized) is 0.485.